Predict the reaction yield, written as a fraction of the theoretical maximum amount of product (1.0 means a 100% yield; for example, 0.34 means a 34% yield). From a dataset of Reaction yield outcomes from USPTO patents with 853,638 reactions. (1) The catalyst is CO. The product is [C:18](/[C:20](=[CH:9]\[C:8]1[CH:11]=[C:12]([O:13][CH3:14])[C:5]([O:4][CH2:3][CH2:2][Cl:1])=[CH:6][C:7]=1[N+:15]([O-:17])=[O:16])/[C:21]([O:23][CH3:24])=[O:22])#[N:19]. The yield is 0.270. The reactants are [Cl:1][CH2:2][CH2:3][O:4][C:5]1[C:12]([O:13][CH3:14])=[CH:11][C:8]([CH:9]=O)=[C:7]([N+:15]([O-:17])=[O:16])[CH:6]=1.[C:18]([CH2:20][C:21]([O:23][CH3:24])=[O:22])#[N:19].N1CCCCC1. (2) The reactants are [F:1][C:2]([F:9])([F:8])/[CH:3]=[CH:4]/[C:5](O)=[O:6].C(Cl)(=O)C(Cl)=O.Cl.[N:17]1([C:23]2[CH:32]=[CH:31][C:30]3[C:25](=[CH:26][CH:27]=[CH:28][CH:29]=3)[N:24]=2)[CH2:22][CH2:21][NH:20][CH2:19][CH2:18]1.C(N(CC)CC)C. The catalyst is ClCCl.CN(C=O)C.C(OC(=O)C)C. The product is [F:1][C:2]([F:9])([F:8])/[CH:3]=[CH:4]/[C:5]([N:20]1[CH2:21][CH2:22][N:17]([C:23]2[CH:32]=[CH:31][C:30]3[C:25](=[CH:26][CH:27]=[CH:28][CH:29]=3)[N:24]=2)[CH2:18][CH2:19]1)=[O:6]. The yield is 0.460.